This data is from Reaction yield outcomes from USPTO patents with 853,638 reactions. The task is: Predict the reaction yield, written as a fraction of the theoretical maximum amount of product (1.0 means a 100% yield; for example, 0.34 means a 34% yield). (1) The reactants are [C:1]([O:9][CH2:10][C@@:11]([O:15][CH2:16][CH:17]([O:21][CH2:22][C:23]1[CH:28]=[CH:27][CH:26]=[CH:25][CH:24]=1)[CH2:18]C=C)([CH3:14])[CH:12]=[CH2:13])(=[O:8])[C:2]1[CH:7]=[CH:6][CH:5]=[CH:4][CH:3]=1. The product is [C:1]([O:9][CH2:10][C@@:11]1([CH3:14])[CH:12]=[CH:13][CH2:18][CH:17]([O:21][CH2:22][C:23]2[CH:24]=[CH:25][CH:26]=[CH:27][CH:28]=2)[CH2:16][O:15]1)(=[O:8])[C:2]1[CH:7]=[CH:6][CH:5]=[CH:4][CH:3]=1. The yield is 0.790. The catalyst is C(Cl)Cl.Cl[Ru](=C1N(C2C(C)=CC(C)=CC=2C)CCN1C1C(C)=CC(C)=CC=1C)(Cl)(=CC1C=CC=CC=1)[P](C1CCCCC1)(C1CCCCC1)C1CCCCC1. (2) The reactants are Cl[C:2]1[C:7]([CH:8]=O)=[C:6](Cl)[N:5]=[CH:4][N:3]=1.[NH2:11][CH2:12][C@@H:13]([OH:24])[CH2:14][O:15][C:16]1[CH:21]=[CH:20][C:19]([CH3:22])=[CH:18][C:17]=1[CH3:23].CCN(CC)CC.[NH2:32][C:33]1[CH:34]=[C:35]2[C:39](=[CH:40][C:41]=1[NH2:42])[C:38](=[O:43])[N:37]([CH:44]1[CH2:49][CH2:48][N:47]([CH3:50])[CH2:46][CH2:45]1)[C:36]2=[O:51].Cl.CC(N(C)C)=[O:55]. The catalyst is C(Cl)(Cl)Cl. The product is [CH3:23][C:17]1[CH:18]=[C:19]([CH3:22])[CH:20]=[CH:21][C:16]=1[O:15][CH2:14][C@H:13]([OH:24])[CH2:12][NH:11][C:6]1[N:5]=[CH:4][NH:3][C:2](=[O:55])[C:7]=1[C:8]1[NH:32][C:33]2[C:41]([N:42]=1)=[CH:40][C:39]1[C:38](=[O:43])[N:37]([CH:44]3[CH2:45][CH2:46][N:47]([CH3:50])[CH2:48][CH2:49]3)[C:36](=[O:51])[C:35]=1[CH:34]=2. The yield is 0.170. (3) The reactants are [Br:1][C:2]1[N:6]([CH:7]([CH3:9])[CH3:8])[N:5]=[CH:4][C:3]=1[CH2:10]O.P(Br)(Br)[Br:13]. The catalyst is ClCCl. The product is [Br:1][C:2]1[N:6]([CH:7]([CH3:9])[CH3:8])[N:5]=[CH:4][C:3]=1[CH2:10][Br:13]. The yield is 0.950. (4) The reactants are O=[C:2]([C:12]1[CH:17]=[CH:16][CH:15]=[CH:14][CH:13]=1)[CH2:3][C:4]1[CH:11]=[CH:10][C:7]([C:8]#[N:9])=[CH:6][CH:5]=1.[Br:18][C:19]1[CH:20]=[CH:21][C:22]([NH:25]N)=[N:23][CH:24]=1. No catalyst specified. The product is [Br:18][C:19]1[CH:20]=[C:21]2[C:3]([C:4]3[CH:11]=[CH:10][C:7]([C:8]#[N:9])=[CH:6][CH:5]=3)=[C:2]([C:12]3[CH:17]=[CH:16][CH:15]=[CH:14][CH:13]=3)[NH:25][C:22]2=[N:23][CH:24]=1. The yield is 0.350. (5) The reactants are [CH2:1]([C:5]1[N:10]=[C:9]([CH3:11])[N:8]([C:12]2[CH:17]=[CH:16][C:15]([OH:18])=[CH:14][CH:13]=2)[C:7](=[O:19])[C:6]=1[CH2:20][C:21]1[CH:26]=[CH:25][C:24]([C:27]2[CH:32]=[CH:31][CH:30]=[CH:29][C:28]=2[C:33]2[NH:37][C:36](=[O:38])[O:35][N:34]=2)=[CH:23][CH:22]=1)[CH2:2][CH2:3][CH3:4].[Si]([O:46][CH:47]1[CH2:52][CH2:51][CH:50](O)[CH2:49][CH2:48]1)(C(C)(C)C)(C)C.C1(P(C2C=CC=CC=2)C2C=CC=CC=2)C=CC=CC=1.N(C(OC(C)C)=O)=NC(OC(C)C)=O. The catalyst is O1CCCC1.O. The product is [CH2:1]([C:5]1[N:10]=[C:9]([CH3:11])[N:8]([C:12]2[CH:17]=[CH:16][C:15]([O:18][C@H:50]3[CH2:51][CH2:52][C@H:47]([OH:46])[CH2:48][CH2:49]3)=[CH:14][CH:13]=2)[C:7](=[O:19])[C:6]=1[CH2:20][C:21]1[CH:26]=[CH:25][C:24]([C:27]2[CH:32]=[CH:31][CH:30]=[CH:29][C:28]=2[C:33]2[NH:37][C:36](=[O:38])[O:35][N:34]=2)=[CH:23][CH:22]=1)[CH2:2][CH2:3][CH3:4]. The yield is 0.330. (6) The reactants are [Cl:1][C:2]1[C:10]2[O:9][CH2:8][O:7][C:6]=2[CH:5]=[C:4]([CH2:11]Cl)[CH:3]=1.[C-:13]#[N:14].[Na+].O. The catalyst is CS(C)=O. The product is [Cl:1][C:2]1[C:10]2[O:9][CH2:8][O:7][C:6]=2[CH:5]=[C:4]([CH2:11][C:13]#[N:14])[CH:3]=1. The yield is 0.580. (7) The reactants are [CH:1]([Si:4]([CH:36]([CH3:38])[CH3:37])([CH:33]([CH3:35])[CH3:34])[O:5][CH2:6][C@@H:7]1[CH2:11][CH2:10][CH2:9][N:8]1[C:12]1[N:16]2[CH:17]=[C:18]([O:21][C@H:22]3[C:31]4[C:26](=[CH:27][CH:28]=[CH:29][CH:30]=4)[C@@H:25]([NH2:32])[CH2:24][CH2:23]3)[CH:19]=[CH:20][C:15]2=[N:14][N:13]=1)([CH3:3])[CH3:2].ClC(Cl)(Cl)C[O:42][C:43](=O)[NH:44][C:45]1[N:46]([C:54]2[CH:59]=[CH:58][C:57]([CH3:60])=[CH:56][CH:55]=2)[N:47]=[C:48]([C:50]([CH3:53])([CH3:52])[CH3:51])[CH:49]=1.CCN(C(C)C)C(C)C.N. The catalyst is CN(C=O)C.CO.C(Cl)Cl. The product is [C:50]([C:48]1[CH:49]=[C:45]([NH:44][C:43]([NH:32][C@@H:25]2[C:26]3[C:31](=[CH:30][CH:29]=[CH:28][CH:27]=3)[C@H:22]([O:21][C:18]3[CH:19]=[CH:20][C:15]4[N:16]([C:12]([N:8]5[CH2:9][CH2:10][CH2:11][C@H:7]5[CH2:6][O:5][Si:4]([CH:1]([CH3:2])[CH3:3])([CH:33]([CH3:35])[CH3:34])[CH:36]([CH3:38])[CH3:37])=[N:13][N:14]=4)[CH:17]=3)[CH2:23][CH2:24]2)=[O:42])[N:46]([C:54]2[CH:59]=[CH:58][C:57]([CH3:60])=[CH:56][CH:55]=2)[N:47]=1)([CH3:53])([CH3:51])[CH3:52]. The yield is 0.650.